From a dataset of Forward reaction prediction with 1.9M reactions from USPTO patents (1976-2016). Predict the product of the given reaction. (1) Given the reactants [Cl:1][C:2]1[N:7]=[C:6]([CH3:8])[C:5]([CH2:9][C:10]([O:12][CH3:13])=[O:11])=[C:4]([C:14]2[CH:19]=[CH:18][CH:17]=[CH:16][CH:15]=2)[N:3]=1.[Li+].C[Si]([N-][Si](C)(C)C)(C)C.I[CH2:31][CH2:32][CH3:33], predict the reaction product. The product is: [Cl:1][C:2]1[N:7]=[C:6]([CH3:8])[C:5]([CH:9]([CH2:31][CH2:32][CH3:33])[C:10]([O:12][CH3:13])=[O:11])=[C:4]([C:14]2[CH:19]=[CH:18][CH:17]=[CH:16][CH:15]=2)[N:3]=1. (2) Given the reactants [OH:1][CH:2]([C:6]1[CH:11]=[CH:10][C:9]([C:12]2[N:16]=[C:15]([C:17]3[CH:18]=[N:19][N:20]([C:26]4[CH:31]=[CH:30][CH:29]=[CH:28][CH:27]=4)[C:21]=3[C:22]([F:25])([F:24])[F:23])[O:14][N:13]=2)=[CH:8][CH:7]=1)[C:3]([OH:5])=O.[NH2:32][CH2:33][C:34]([CH3:37])([OH:36])[CH3:35].CN1CCOCC1.CN(C(ON1N=NC2C=CC=NC1=2)=[N+](C)C)C.F[P-](F)(F)(F)(F)F, predict the reaction product. The product is: [OH:1][CH:2]([C:6]1[CH:7]=[CH:8][C:9]([C:12]2[N:16]=[C:15]([C:17]3[CH:18]=[N:19][N:20]([C:26]4[CH:27]=[CH:28][CH:29]=[CH:30][CH:31]=4)[C:21]=3[C:22]([F:25])([F:23])[F:24])[O:14][N:13]=2)=[CH:10][CH:11]=1)[C:3]([NH:32][CH2:33][C:34]([OH:36])([CH3:37])[CH3:35])=[O:5]. (3) Given the reactants [F:1][C:2]1[CH:7]=[CH:6][C:5](I)=[CH:4][C:3]=1[C@:9]1([CH3:20])[CH2:14][C@@H:13]([C:15]([F:18])([F:17])[F:16])[O:12][C:11]([NH2:19])=[N:10]1.[CH3:21][Si:22]([C:25]#[CH:26])([CH3:24])[CH3:23].C(N(CC)CC)C.C1COCC1, predict the reaction product. The product is: [F:1][C:2]1[CH:7]=[CH:6][C:5]([C:26]#[C:25][Si:22]([CH3:24])([CH3:23])[CH3:21])=[CH:4][C:3]=1[C@:9]1([CH3:20])[CH2:14][C@@H:13]([C:15]([F:18])([F:17])[F:16])[O:12][C:11]([NH2:19])=[N:10]1. (4) Given the reactants Br[C:2]1[CH:3]=[C:4]2[C:9](=[CH:10][CH:11]=1)[N:8]=[CH:7][C:6]([C:12]([CH:14]1[CH2:16][CH2:15]1)=[O:13])=[C:5]2[NH:17][C:18]1[CH:19]=[CH:20][C:21]([O:24][CH2:25][CH2:26][NH:27]C(=O)OC(C)(C)C)=[N:22][CH:23]=1.[Cl:35][C:36]1[CH:41]=[C:40](B2OC(C)(C)C(C)(C)O2)[CH:39]=[C:38]([Cl:51])[C:37]=1[OH:52], predict the reaction product. The product is: [NH2:27][CH2:26][CH2:25][O:24][C:21]1[N:22]=[CH:23][C:18]([NH:17][C:5]2[C:4]3[C:9](=[CH:10][CH:11]=[C:2]([C:40]4[CH:41]=[C:36]([Cl:35])[C:37]([OH:52])=[C:38]([Cl:51])[CH:39]=4)[CH:3]=3)[N:8]=[CH:7][C:6]=2[C:12]([CH:14]2[CH2:15][CH2:16]2)=[O:13])=[CH:19][CH:20]=1. (5) The product is: [F:1][C:2]1[CH:3]=[C:4]([CH:5]=[C:6]([F:16])[C:7]=1[O:8][C:9]1[CH:10]=[CH:11][C:12]([F:15])=[CH:13][CH:14]=1)[CH2:17][O:18][C:20]1[CH:31]=[C:24]2[N:25]([CH3:30])[C@@H:26]([CH3:29])[CH2:27][CH2:28][N:23]2[C:22](=[O:32])[N:21]=1. Given the reactants [F:1][C:2]1[CH:3]=[C:4]([CH2:17][OH:18])[CH:5]=[C:6]([F:16])[C:7]=1[O:8][C:9]1[CH:14]=[CH:13][C:12]([F:15])=[CH:11][CH:10]=1.Cl[C:20]1[CH:31]=[C:24]2[N:25]([CH3:30])[C@@H:26]([CH3:29])[CH2:27][CH2:28][N:23]2[C:22](=[O:32])[N:21]=1, predict the reaction product. (6) Given the reactants [CH:1]1([C:5]2[N:6]=[C:7]([CH2:10][CH2:11][C:12]3[CH:34]=[CH:33][N:15]4[C:16](=[O:32])[C:17](/[CH:27]=[CH:28]/[C:29]([OH:31])=[O:30])=[C:18]([N:20]5[CH2:25][CH2:24]C[CH:22]([OH:26])[CH2:21]5)[N:19]=[C:14]4[CH:13]=3)[S:8][CH:9]=2)[CH2:4][CH2:3][CH2:2]1.C1(C2N=C(CCC3C=CN4C(=O)C(/C=C/C(OC(C)(C)C)=O)=C(N5CCOCC5)N=C4C=3)SC=2)CCC1, predict the reaction product. The product is: [CH:1]1([C:5]2[N:6]=[C:7]([CH2:10][CH2:11][C:12]3[CH:34]=[CH:33][N:15]4[C:16](=[O:32])[C:17](/[CH:27]=[CH:28]/[C:29]([OH:31])=[O:30])=[C:18]([N:20]5[CH2:21][CH2:22][O:26][CH2:24][CH2:25]5)[N:19]=[C:14]4[CH:13]=3)[S:8][CH:9]=2)[CH2:2][CH2:3][CH2:4]1. (7) Given the reactants C([O:5][CH2:6][CH2:7][CH2:8][N:9]([C:24]1[CH:29]=[CH:28][C:27]([NH:30][C:31]([NH:33][C:34]2[CH:39]=[CH:38][CH:37]=[CH:36][CH:35]=2)=[O:32])=[CH:26][CH:25]=1)[S:10]([C:13]1[S:14][C:15]([C:18]2[CH:23]=[CH:22][CH:21]=[CH:20][N:19]=2)=[CH:16][CH:17]=1)(=[O:12])=[O:11])(C)(C)C.C(O)(C(F)(F)F)=O, predict the reaction product. The product is: [OH:5][CH2:6][CH2:7][CH2:8][N:9]([C:24]1[CH:29]=[CH:28][C:27]([NH:30][C:31]([NH:33][C:34]2[CH:35]=[CH:36][CH:37]=[CH:38][CH:39]=2)=[O:32])=[CH:26][CH:25]=1)[S:10]([C:13]1[S:14][C:15]([C:18]2[CH:23]=[CH:22][CH:21]=[CH:20][N:19]=2)=[CH:16][CH:17]=1)(=[O:12])=[O:11]. (8) Given the reactants [CH3:1][C:2]1[CH:7]=[CH:6][CH:5]=[C:4]([S:8][CH2:9][CH:10]=[C:11]([CH3:13])[CH3:12])[CH:3]=1.C1(C)C=CC(S(O)(=O)=O)=CC=1, predict the reaction product. The product is: [CH3:12][C:11]1([CH3:13])[C:5]2[C:4](=[CH:3][C:2]([CH3:1])=[CH:7][CH:6]=2)[S:8][CH2:9][CH2:10]1. (9) Given the reactants O[CH2:2][CH2:3][N:4]1[C:8]([C:9]2[CH:14]=[CH:13][CH:12]=[CH:11][C:10]=2[OH:15])=[CH:7][N:6]=[CH:5]1.C1C=CC(P(C2C=CC=CC=2)C2C=CC=CC=2)=CC=1.CCOC(/N=N/C(OCC)=O)=O, predict the reaction product. The product is: [CH:7]1[N:6]=[CH:5][N:4]2[C:8]=1[C:9]1[CH:14]=[CH:13][CH:12]=[CH:11][C:10]=1[O:15][CH2:2][CH2:3]2. (10) Given the reactants [CH:1]([O:4][C:5]1[CH:13]=[CH:12][C:8]([C:9]([NH2:11])=[O:10])=[CH:7][C:6]=1[NH:14][C:15]1[S:16][CH:17]=[C:18]([C:20]2[S:24][C:23](SC)=[N:22][C:21]=2[CH3:27])[N:19]=1)([CH3:3])[CH3:2].[C:28](C1C=CC(OCC)=C(NC2SC=C(C3SC(C(O)=O)=NC=3C)N=2)C=1)(=O)N.O[O:56][S:57]([O-:59])=O.[K+], predict the reaction product. The product is: [CH:1]([O:4][C:5]1[CH:13]=[CH:12][C:8]([C:9]([NH2:11])=[O:10])=[CH:7][C:6]=1[NH:14][C:15]1[S:16][CH:17]=[C:18]([C:20]2[S:24][C:23]([S:57]([CH3:28])(=[O:59])=[O:56])=[N:22][C:21]=2[CH3:27])[N:19]=1)([CH3:3])[CH3:2].